Dataset: Reaction yield outcomes from USPTO patents with 853,638 reactions. Task: Predict the reaction yield, written as a fraction of the theoretical maximum amount of product (1.0 means a 100% yield; for example, 0.34 means a 34% yield). (1) The yield is 0.990. The reactants are Cl.[F:2][C:3]1[CH:8]=[CH:7][C:6](CN)=[C:5]([N:11]2[CH:15]=[N:14][CH:13]=[N:12]2)[CH:4]=1.FC1C=CC([C:21]#[N:22])=C(N2C=NC=N2)C=1.Cl. The catalyst is C(O)C.[Pd]. The product is [N:11]1([C:5]2[CH:6]=[CH:7][C:8]([C:21]#[N:22])=[C:3]([F:2])[CH:4]=2)[CH:15]=[N:14][CH:13]=[N:12]1. (2) The reactants are [Cl:1][C:2]1[C:7]([C:8]([F:11])([F:10])[F:9])=[CH:6][CH:5]=[CH:4][C:3]=1[C:12]([N:14]1[CH2:19][CH2:18][N:17]2[CH:20]=[CH:21][N:22]=[C:16]2[CH2:15]1)=[O:13].C1C(=O)N([Br:30])C(=O)C1. The catalyst is C1(C)C=CC=CC=1.CN(C)C=O.[Cl-].[Na+].O. The product is [Br:30][C:20]1[N:17]2[CH2:18][CH2:19][N:14]([C:12]([C:3]3[CH:4]=[CH:5][CH:6]=[C:7]([C:8]([F:9])([F:10])[F:11])[C:2]=3[Cl:1])=[O:13])[CH2:15][C:16]2=[N:22][CH:21]=1. The yield is 0.760.